The task is: Regression. Given two drug SMILES strings and cell line genomic features, predict the synergy score measuring deviation from expected non-interaction effect.. This data is from NCI-60 drug combinations with 297,098 pairs across 59 cell lines. (1) Drug 1: CN1CCC(CC1)COC2=C(C=C3C(=C2)N=CN=C3NC4=C(C=C(C=C4)Br)F)OC. Drug 2: CC1=C(C(=O)C2=C(C1=O)N3CC4C(C3(C2COC(=O)N)OC)N4)N. Cell line: HS 578T. Synergy scores: CSS=10.4, Synergy_ZIP=2.66, Synergy_Bliss=7.35, Synergy_Loewe=-5.86, Synergy_HSA=1.21. (2) Drug 1: CC1=C2C(C(=O)C3(C(CC4C(C3C(C(C2(C)C)(CC1OC(=O)C(C(C5=CC=CC=C5)NC(=O)OC(C)(C)C)O)O)OC(=O)C6=CC=CC=C6)(CO4)OC(=O)C)O)C)O. Synergy scores: CSS=74.3, Synergy_ZIP=8.36, Synergy_Bliss=15.9, Synergy_Loewe=-11.7, Synergy_HSA=5.68. Drug 2: C1=NC2=C(N1)C(=S)N=CN2. Cell line: HCT116. (3) Drug 1: C1=NC(=NC(=O)N1C2C(C(C(O2)CO)O)O)N. Drug 2: C(CCl)NC(=O)N(CCCl)N=O. Cell line: NCI-H322M. Synergy scores: CSS=27.0, Synergy_ZIP=-6.83, Synergy_Bliss=1.39, Synergy_Loewe=-32.8, Synergy_HSA=-1.28. (4) Drug 1: C1=CC=C(C=C1)NC(=O)CCCCCCC(=O)NO. Drug 2: CC1CCC2CC(C(=CC=CC=CC(CC(C(=O)C(C(C(=CC(C(=O)CC(OC(=O)C3CCCCN3C(=O)C(=O)C1(O2)O)C(C)CC4CCC(C(C4)OC)OCCO)C)C)O)OC)C)C)C)OC. Cell line: DU-145. Synergy scores: CSS=23.0, Synergy_ZIP=-8.15, Synergy_Bliss=-4.45, Synergy_Loewe=-1.74, Synergy_HSA=-1.71. (5) Drug 1: CC1=C2C(C(=O)C3(C(CC4C(C3C(C(C2(C)C)(CC1OC(=O)C(C(C5=CC=CC=C5)NC(=O)C6=CC=CC=C6)O)O)OC(=O)C7=CC=CC=C7)(CO4)OC(=O)C)O)C)OC(=O)C. Drug 2: CC12CCC3C(C1CCC2O)C(CC4=C3C=CC(=C4)O)CCCCCCCCCS(=O)CCCC(C(F)(F)F)(F)F. Cell line: MOLT-4. Synergy scores: CSS=-11.4, Synergy_ZIP=6.41, Synergy_Bliss=4.16, Synergy_Loewe=-5.52, Synergy_HSA=-4.83. (6) Drug 1: C1=CC(=C2C(=C1NCCNCCO)C(=O)C3=C(C=CC(=C3C2=O)O)O)NCCNCCO. Drug 2: CCN(CC)CCNC(=O)C1=C(NC(=C1C)C=C2C3=C(C=CC(=C3)F)NC2=O)C. Cell line: ACHN. Synergy scores: CSS=54.0, Synergy_ZIP=5.21, Synergy_Bliss=3.50, Synergy_Loewe=-13.2, Synergy_HSA=3.43. (7) Drug 1: CN1C(=O)N2C=NC(=C2N=N1)C(=O)N. Drug 2: CC1=C(C(=O)C2=C(C1=O)N3CC4C(C3(C2COC(=O)N)OC)N4)N. Cell line: HOP-92. Synergy scores: CSS=7.40, Synergy_ZIP=-3.30, Synergy_Bliss=4.13, Synergy_Loewe=-7.56, Synergy_HSA=1.93.